From a dataset of Catalyst prediction with 721,799 reactions and 888 catalyst types from USPTO. Predict which catalyst facilitates the given reaction. (1) The catalyst class is: 113. Reactant: [F:1][C:2]1[CH:3]=[CH:4][C:5]([OH:25])=[C:6]([NH:8][C:9](=O)[CH2:10][C:11]2[NH:12][C:13](=[O:23])[CH:14]=[C:15]([N:17]3[CH2:22][CH2:21][O:20][CH2:19][CH2:18]3)[N:16]=2)[CH:7]=1.O.CC1C=CC(S(O)(=O)=O)=CC=1. Product: [F:1][C:2]1[CH:3]=[CH:4][C:5]2[O:25][C:9]([CH2:10][C:11]3[NH:12][C:13](=[O:23])[CH:14]=[C:15]([N:17]4[CH2:18][CH2:19][O:20][CH2:21][CH2:22]4)[N:16]=3)=[N:8][C:6]=2[CH:7]=1. (2) Reactant: CC(N=P(N1CCCC1)(N1CCCC1)N1CCCC1)(C)C.[CH3:22][O:23][C:24]1[C:29]([C:30]2[C:34]3[N:35]=[C:36](S(C)(=O)=O)[N:37]=[CH:38][C:33]=3[S:32][C:31]=2[C:43]([O:45][CH3:46])=[O:44])=[CH:28][CH:27]=[C:26]([CH3:47])[N:25]=1.[CH3:48][C:49]1[C:50]([N:62]2[CH2:67][CH2:66][N:65]([CH3:68])[CH2:64][CH2:63]2)=[CH:51][C:52]([O:58][CH:59]([CH3:61])[CH3:60])=[C:53]([NH:55][CH:56]=[O:57])[CH:54]=1. Product: [CH:56]([N:55]([C:53]1[CH:54]=[C:49]([CH3:48])[C:50]([N:62]2[CH2:63][CH2:64][N:65]([CH3:68])[CH2:66][CH2:67]2)=[CH:51][C:52]=1[O:58][CH:59]([CH3:61])[CH3:60])[C:36]1[N:37]=[CH:38][C:33]2[S:32][C:31]([C:43]([O:45][CH3:46])=[O:44])=[C:30]([C:29]3[C:24]([O:23][CH3:22])=[N:25][C:26]([CH3:47])=[CH:27][CH:28]=3)[C:34]=2[N:35]=1)=[O:57]. The catalyst class is: 3. (3) Reactant: [C:1]([O:5][C:6]([N:8]1[CH:12]=[C:11]([C:13]2[C:14]([NH2:41])=[N:15][CH:16]=[N:17][C:18]=2[N:19]2[CH2:24][CH2:23][CH:22]([C:25]3[N:26]([CH2:38][CH2:39][OH:40])[CH:27]=[C:28]([C:30]4[CH:35]=[CH:34][C:33]([F:36])=[C:32]([CH3:37])[CH:31]=4)[N:29]=3)[CH2:21][CH2:20]2)[CH:10]=[N:9]1)=[O:7])([CH3:4])([CH3:3])[CH3:2].C(N(C(C)C)C(C)C)C.[CH3:51][S:52](Cl)(=[O:54])=[O:53]. Product: [NH2:41][C:14]1[C:13]([C:11]2[CH:10]=[N:9][N:8]([C:6]([O:5][C:1]([CH3:4])([CH3:2])[CH3:3])=[O:7])[CH:12]=2)=[C:18]([N:19]2[CH2:24][CH2:23][CH:22]([C:25]3[N:26]([CH2:38][CH2:39][O:40][S:52]([CH3:51])(=[O:54])=[O:53])[CH:27]=[C:28]([C:30]4[CH:35]=[CH:34][C:33]([F:36])=[C:32]([CH3:37])[CH:31]=4)[N:29]=3)[CH2:21][CH2:20]2)[N:17]=[CH:16][N:15]=1. The catalyst class is: 1. (4) Reactant: [OH-].[Na+].[CH3:3][CH2:4][CH:5]([CH:7](NC([C@H]1O[C@@H]1C(O)=O)=O)[C:8]([NH:10][CH2:11][CH2:12][CH2:13][CH2:14]N)=O)[CH3:6].C[N:26]([CH3:28])C. Product: [CH2:13]1[C:12]2[C:11](=[CH:3][CH:4]=[CH:5][CH:6]=2)[N:10]([CH2:8][CH2:7][C:5]2[CH:4]=[CH:3][N:26]=[CH:28][CH:6]=2)[CH2:14]1. The catalyst class is: 6. (5) Reactant: [F:1][C:2]1[CH:14]=[CH:13][CH:12]=[C:11]2[C:3]=1[CH:4]1[CH:9]([NH:10]2)[CH2:8][C:7]([CH3:16])([CH3:15])[CH2:6][C:5]1=[O:17].[H-].[Na+].Br[CH2:21][CH2:22][CH2:23][CH2:24][CH2:25][C:26]([O:28][CH2:29][CH3:30])=[O:27].C([O-])(O)=O.[Na+]. Product: [F:1][C:2]1[CH:14]=[CH:13][CH:12]=[C:11]2[C:3]=1[CH:4]1[CH:9]([N:10]2[CH2:21][CH2:22][CH2:23][CH2:24][CH2:25][C:26]([O:28][CH2:29][CH3:30])=[O:27])[CH2:8][C:7]([CH3:15])([CH3:16])[CH2:6][C:5]1=[O:17]. The catalyst class is: 3. (6) Reactant: [C@H:1]1([NH:10][C:11]2[CH:20]=[CH:19][C:18]3[C:13](=[CH:14][CH:15]=[C:16]([NH2:21])[CH:17]=3)[N:12]=2)[C:9]2[C:4](=[CH:5][CH:6]=[CH:7][CH:8]=2)[CH2:3][CH2:2]1.N1C=CC=CC=1.Cl[C:29]([O:31][C:32]1C=CC([N+]([O-])=O)=CC=1)=[O:30]. Product: [CH3:32][O:31][C:29](=[O:30])[NH:21][C:16]1[CH:17]=[C:18]2[C:13](=[CH:14][CH:15]=1)[N:12]=[C:11]([NH:10][C@H:1]1[C:9]3[C:4](=[CH:5][CH:6]=[CH:7][CH:8]=3)[CH2:3][CH2:2]1)[CH:20]=[CH:19]2. The catalyst class is: 4.